Predict which catalyst facilitates the given reaction. From a dataset of Catalyst prediction with 721,799 reactions and 888 catalyst types from USPTO. (1) Reactant: [Cl:1][C:2]1[CH:7]=[CH:6][C:5]([N+:8]([O-])=O)=[CH:4][C:3]=1[S:11][CH2:12][C:13](Cl)=C.[CH3:16]COC(C)=O. Product: [NH2:8][C:5]1[C:4]2[CH:16]=[C:12]([CH3:13])[S:11][C:3]=2[C:2]([Cl:1])=[CH:7][CH:6]=1. The catalyst class is: 409. (2) Reactant: [Br:1][C:2]1[CH:3]=[C:4]2[C:10]([C@@H:11]([C:13]3[C:18]([Cl:19])=[C:17]([F:20])[CH:16]=[CH:15][C:14]=3[OH:21])[CH3:12])=[CH:9][NH:8][C:5]2=[N:6][CH:7]=1.[H-].[Na+].[C:24]([O:28][C:29](O[C:29]([O:28][C:24]([CH3:27])([CH3:26])[CH3:25])=[O:30])=[O:30])([CH3:27])([CH3:26])[CH3:25].[NH4+].[Cl-]. Product: [Br:1][C:2]1[CH:3]=[C:4]2[C:10]([C@@H:11]([C:13]3[C:14]([O:21][C:29]([O:28][C:24]([CH3:27])([CH3:26])[CH3:25])=[O:30])=[CH:15][CH:16]=[C:17]([F:20])[C:18]=3[Cl:19])[CH3:12])=[CH:9][N:8]([C:29]([O:28][C:24]([CH3:27])([CH3:26])[CH3:25])=[O:30])[C:5]2=[N:6][CH:7]=1. The catalyst class is: 249.